From a dataset of Catalyst prediction with 721,799 reactions and 888 catalyst types from USPTO. Predict which catalyst facilitates the given reaction. (1) Reactant: O.[OH-].[Li+].O.C[O:6][C:7]([C:9]1[C:17]2[C:12](=[CH:13][CH:14]=[CH:15][CH:16]=2)[N:11]([C:18]2[C:19]3[CH:26]=[CH:25][N:24]([CH3:27])[C:20]=3[N:21]=[CH:22][N:23]=2)[CH:10]=1)=[O:8]. Product: [C:7]([C:9]1[C:17]2[C:12](=[CH:13][CH:14]=[CH:15][CH:16]=2)[N:11]([C:18]2[C:19]3[CH:26]=[CH:25][N:24]([CH3:27])[C:20]=3[N:21]=[CH:22][N:23]=2)[CH:10]=1)([OH:8])=[O:6]. The catalyst class is: 7. (2) The catalyst class is: 22. Product: [C:31]([C:8]1[C:7](=[O:36])[N:6]([CH:1]2[CH2:5][CH2:4][CH2:3][CH2:2]2)[C:11]2[N:12]=[C:13]([NH:16][C:17]3[N:22]=[CH:21][C:20]([N:23]4[CH2:28][CH2:27][CH:26]([OH:29])[CH2:25][CH2:24]4)=[CH:19][CH:18]=3)[N:14]=[CH:15][C:10]=2[C:9]=1[CH3:30])(=[O:33])[CH3:32]. Reactant: [CH:1]1([N:6]2[C:11]3[N:12]=[C:13]([NH:16][C:17]4[N:22]=[CH:21][C:20]([N:23]5[CH2:28][CH2:27][CH:26]([OH:29])[CH2:25][CH2:24]5)=[CH:19][CH:18]=4)[N:14]=[CH:15][C:10]=3[C:9]([CH3:30])=[C:8]([C:31]([O:33]CC)=[CH2:32])[C:7]2=[O:36])[CH2:5][CH2:4][CH2:3][CH2:2]1.Cl. (3) Reactant: [OH:1][C:2]1[CH2:7][C:6]([CH:16]([CH3:18])[CH3:17])([CH2:8][CH2:9][C:10]2[CH:15]=[CH:14][N:13]=[CH:12][CH:11]=2)[O:5][C:4](=[O:19])[CH:3]=1.[C:20]([C:24]1[CH:29]=[C:28]([CH2:30][OH:31])[C:27]([CH3:32])=[CH:26][C:25]=1[S:33]S(C1C=CC(C)=CC=1)(=O)=O)([CH3:23])([CH3:22])[CH3:21].C(=O)([O-])[O-].[K+].[K+]. The catalyst class is: 3. Product: [C:20]([C:24]1[CH:29]=[C:28]([CH2:30][OH:31])[C:27]([CH3:32])=[CH:26][C:25]=1[S:33][C:3]1[C:4](=[O:19])[O:5][C:6]([CH:16]([CH3:17])[CH3:18])([CH2:8][CH2:9][C:10]2[CH:15]=[CH:14][N:13]=[CH:12][CH:11]=2)[CH2:7][C:2]=1[OH:1])([CH3:23])([CH3:22])[CH3:21].